Task: Predict the reactants needed to synthesize the given product.. Dataset: Full USPTO retrosynthesis dataset with 1.9M reactions from patents (1976-2016) (1) The reactants are: [H-].[Na+].[NH:3]1[CH:7]=[CH:6][N:5]=[CH:4]1.Br[CH2:9][C:10]1[S:14][C:13]([C:15]([O:17][CH2:18][CH3:19])=[O:16])=[N:12][CH:11]=1. Given the product [N:3]1([CH2:9][C:10]2[S:14][C:13]([C:15]([O:17][CH2:18][CH3:19])=[O:16])=[N:12][CH:11]=2)[CH:7]=[CH:6][N:5]=[CH:4]1, predict the reactants needed to synthesize it. (2) Given the product [CH3:17][O:16][CH2:15][CH2:14][N:4]1[C:5](=[O:13])[C:6]([C:7]2[CH:12]=[CH:11][CH:10]=[CH:9][CH:8]=2)=[C:2]([NH:29][C:26]2[CH:25]=[CH:24][C:23]([NH:22][C:20](=[O:21])[CH3:19])=[CH:28][CH:27]=2)[C:3]1=[O:18], predict the reactants needed to synthesize it. The reactants are: Cl[C:2]1[C:3](=[O:18])[N:4]([CH2:14][CH2:15][O:16][CH3:17])[C:5](=[O:13])[C:6]=1[C:7]1[CH:12]=[CH:11][CH:10]=[CH:9][CH:8]=1.[CH3:19][C:20]([NH:22][C:23]1[CH:28]=[CH:27][C:26]([NH2:29])=[CH:25][CH:24]=1)=[O:21].O. (3) Given the product [ClH:30].[C:1]([NH:4][C:5](=[CH:10][C:11]1[CH:16]=[CH:15][C:14]([C:17]#[N:18])=[CH:13][C:12]=1[O:19][CH2:20][CH2:21][NH2:22])[C:6]([O:8][CH3:9])=[O:7])(=[O:3])[CH3:2], predict the reactants needed to synthesize it. The reactants are: [C:1]([NH:4][C:5](=[CH:10][C:11]1[CH:16]=[CH:15][C:14]([C:17]#[N:18])=[CH:13][C:12]=1[O:19][CH2:20][CH2:21][NH:22]C(OC(C)(C)C)=O)[C:6]([O:8][CH3:9])=[O:7])(=[O:3])[CH3:2].[ClH:30]. (4) Given the product [CH3:30][S:29][C:11]1[S:10][C:9]([C:8]([NH2:31])=[NH:7])=[CH:13][C:12]=1[S:14]([C:17]1[CH:22]=[CH:21][CH:20]=[C:19]([N:23]2[CH2:28][CH2:27][CH2:26][CH2:25][CH2:24]2)[CH:18]=1)(=[O:16])=[O:15], predict the reactants needed to synthesize it. The reactants are: C(OC(=O)[NH:7][C:8](=[NH:31])[C:9]1[S:10][C:11]([S:29][CH3:30])=[C:12]([S:14]([C:17]2[CH:22]=[CH:21][CH:20]=[C:19]([N:23]3[CH2:28][CH2:27][CH2:26][CH2:25][CH2:24]3)[CH:18]=2)(=[O:16])=[O:15])[CH:13]=1)(C)(C)C.